From a dataset of NCI-60 drug combinations with 297,098 pairs across 59 cell lines. Regression. Given two drug SMILES strings and cell line genomic features, predict the synergy score measuring deviation from expected non-interaction effect. (1) Synergy scores: CSS=35.7, Synergy_ZIP=9.13, Synergy_Bliss=10.6, Synergy_Loewe=-19.2, Synergy_HSA=5.03. Cell line: A498. Drug 1: CC1=C(C=C(C=C1)NC(=O)C2=CC=C(C=C2)CN3CCN(CC3)C)NC4=NC=CC(=N4)C5=CN=CC=C5. Drug 2: CC1C(C(CC(O1)OC2CC(CC3=C2C(=C4C(=C3O)C(=O)C5=C(C4=O)C(=CC=C5)OC)O)(C(=O)CO)O)N)O.Cl. (2) Cell line: OVCAR3. Synergy scores: CSS=26.8, Synergy_ZIP=-7.98, Synergy_Bliss=-2.18, Synergy_Loewe=-84.6, Synergy_HSA=-1.30. Drug 1: CCC1=C2CN3C(=CC4=C(C3=O)COC(=O)C4(CC)O)C2=NC5=C1C=C(C=C5)O. Drug 2: C1=CC=C(C(=C1)C(C2=CC=C(C=C2)Cl)C(Cl)Cl)Cl. (3) Drug 1: CC1=C2C(C(=O)C3(C(CC4C(C3C(C(C2(C)C)(CC1OC(=O)C(C(C5=CC=CC=C5)NC(=O)OC(C)(C)C)O)O)OC(=O)C6=CC=CC=C6)(CO4)OC(=O)C)OC)C)OC. Drug 2: CS(=O)(=O)C1=CC(=C(C=C1)C(=O)NC2=CC(=C(C=C2)Cl)C3=CC=CC=N3)Cl. Cell line: HCT-15. Synergy scores: CSS=73.4, Synergy_ZIP=14.9, Synergy_Bliss=17.0, Synergy_Loewe=-22.8, Synergy_HSA=18.6.